This data is from Full USPTO retrosynthesis dataset with 1.9M reactions from patents (1976-2016). The task is: Predict the reactants needed to synthesize the given product. (1) Given the product [CH3:19][O:20][C:21]([C:23]1([C:27]2[CH:28]=[CH:29][C:30]([NH:33][C:10]3[CH:9]=[C:8]([C:13]4[CH:18]=[CH:17][CH:16]=[CH:15][CH:14]=4)[N:7]=[C:6]([NH:5][C:1]([CH3:4])([CH3:3])[CH3:2])[N:11]=3)=[CH:31][CH:32]=2)[CH2:24][CH2:25][CH2:26]1)=[O:22], predict the reactants needed to synthesize it. The reactants are: [C:1]([NH:5][C:6]1[N:11]=[C:10](Cl)[CH:9]=[C:8]([C:13]2[CH:18]=[CH:17][CH:16]=[CH:15][CH:14]=2)[N:7]=1)([CH3:4])([CH3:3])[CH3:2].[CH3:19][O:20][C:21]([C:23]1([C:27]2[CH:32]=[CH:31][C:30]([NH2:33])=[CH:29][CH:28]=2)[CH2:26][CH2:25][CH2:24]1)=[O:22]. (2) Given the product [CH3:1][O:2][C:3]([C:5]1[C:6]([O:19][CH2:23][CH:22]=[CH2:21])=[N:7][N:8]([CH2:10][C:11]2[CH:16]=[CH:15][C:14]([O:17][CH3:18])=[CH:13][CH:12]=2)[CH:9]=1)=[O:4], predict the reactants needed to synthesize it. The reactants are: [CH3:1][O:2][C:3]([C:5]1[C:6]([OH:19])=[N:7][N:8]([CH2:10][C:11]2[CH:16]=[CH:15][C:14]([O:17][CH3:18])=[CH:13][CH:12]=2)[CH:9]=1)=[O:4].Br[CH2:21][CH:22]=[CH2:23].C([O-])([O-])=O.[K+].[K+]. (3) Given the product [Cl:16][C:17]1[CH:18]=[C:19]2[C:23](=[CH:24][CH:25]=1)[NH:22][C:21](=[O:26])[C:20]2=[CH:9][C:8]1[CH:11]=[CH:12][C:13]([O:14][CH3:15])=[C:6]([CH:1]2[CH2:5][CH2:4][CH2:3][CH2:2]2)[CH:7]=1, predict the reactants needed to synthesize it. The reactants are: [CH:1]1([C:6]2[CH:7]=[C:8]([CH:11]=[CH:12][C:13]=2[O:14][CH3:15])[CH:9]=O)[CH2:5][CH2:4][CH2:3][CH2:2]1.[Cl:16][C:17]1[CH:18]=[C:19]2[C:23](=[CH:24][CH:25]=1)[NH:22][C:21](=[O:26])[CH2:20]2. (4) Given the product [F:41][CH:40]([F:42])[O:39][C:38]1[CH:37]=[CH:36][C:33]([CH:34]=[CH2:1])=[CH:32][C:31]=1[O:30][CH:29]([F:43])[F:28], predict the reactants needed to synthesize it. The reactants are: [CH3:1]C(C)([O-])C.[K+].[I-].C[P+](C1C=CC=CC=1)(C1C=CC=CC=1)C1C=CC=CC=1.[F:28][CH:29]([F:43])[O:30][C:31]1[CH:32]=[C:33]([CH:36]=[CH:37][C:38]=1[O:39][CH:40]([F:42])[F:41])[CH:34]=O. (5) The reactants are: [N+:1]([C:4]1[CH:9]=[CH:8][C:7]([S:10][CH:11]2[CH2:16][CH2:15][N:14]([C:17]([O:19]C(C)(C)C)=O)[CH2:13][CH2:12]2)=[CH:6][CH:5]=1)([O-:3])=[O:2].[N:24]1([C:29]2[CH:34]=[CH:33][C:32]([CH2:35]C(O)=O)=[CH:31][CH:30]=2)[CH:28]=[N:27][N:26]=[N:25]1.C(Cl)CCl.C1C=CC2N(O)N=NC=2C=1.C(N(CC)CC)C. Given the product [N+:1]([C:4]1[CH:5]=[CH:6][C:7]([S:10][CH:11]2[CH2:12][CH2:13][N:14]([C:17](=[O:19])[CH2:35][C:32]3[CH:33]=[CH:34][C:29]([N:24]4[CH:28]=[N:27][N:26]=[N:25]4)=[CH:30][CH:31]=3)[CH2:15][CH2:16]2)=[CH:8][CH:9]=1)([O-:3])=[O:2], predict the reactants needed to synthesize it.